This data is from Reaction yield outcomes from USPTO patents with 853,638 reactions. The task is: Predict the reaction yield, written as a fraction of the theoretical maximum amount of product (1.0 means a 100% yield; for example, 0.34 means a 34% yield). (1) The reactants are [NH2:1][C@H:2]1[CH2:21][N:6]2[C:7]3[C:12]([C:13]([CH2:14][C:15]([O:17][CH2:18][CH2:19][CH3:20])=[O:16])=[C:5]2[CH2:4][CH2:3]1)=[CH:11][CH:10]=[CH:9][CH:8]=3.[F:22][C:23]1[CH:28]=[CH:27][C:26]([S:29](Cl)(=[O:31])=[O:30])=[CH:25][CH:24]=1.C(N(CC)CC)C. The catalyst is CN(C1C=CN=CC=1)C.C(Cl)Cl. The product is [F:22][C:23]1[CH:28]=[CH:27][C:26]([S:29]([NH:1][C@H:2]2[CH2:21][N:6]3[C:7]4[C:12]([C:13]([CH2:14][C:15]([O:17][CH2:18][CH2:19][CH3:20])=[O:16])=[C:5]3[CH2:4][CH2:3]2)=[CH:11][CH:10]=[CH:9][CH:8]=4)(=[O:31])=[O:30])=[CH:25][CH:24]=1. The yield is 0.970. (2) The reactants are [CH3:1][N:2]([CH3:10])/[CH:3]=[CH:4]/[C:5]([O:7][CH2:8][CH3:9])=[O:6].C(N(CC)CC)C.[Cl:18][C:19]1[C:20]([C:25](Cl)=[O:26])=[N:21][CH:22]=[CH:23][CH:24]=1. The catalyst is C1(C)C=CC=CC=1. The product is [CH3:1][N:2]([CH3:10])/[CH:3]=[C:4](/[C:25](=[O:26])[C:20]1[C:19]([Cl:18])=[CH:24][CH:23]=[CH:22][N:21]=1)\[C:5]([O:7][CH2:8][CH3:9])=[O:6]. The yield is 0.410. (3) The reactants are [NH:1]1[C:5]2[CH:6]=[CH:7][CH:8]=[CH:9][C:4]=2[N:3]=[C:2]1[NH2:10].[C:11](N1C=CN=C1)([N:13]1[CH:17]=[CH:16][N:15]=[CH:14]1)=[S:12]. The catalyst is C(#N)C. The product is [NH:1]1[C:5]2[CH:6]=[CH:7][CH:8]=[CH:9][C:4]=2[N:3]=[C:2]1[NH:10][C:11]([N:13]1[CH:17]=[CH:16][N:15]=[CH:14]1)=[S:12]. The yield is 0.770. (4) The reactants are [CH3:1][O:2][C:3]1[C:4]([NH:15][C:16](=[O:20])OCC)=[N:5][C:6]2[C:11]([N:12]=1)=[CH:10][C:9]([O:13][CH3:14])=[CH:8][CH:7]=2.[C:21]([C:24]1[CH:29]=[CH:28][C:27]([N:30]2[CH2:35][CH2:34][NH:33][CH2:32][CH2:31]2)=[CH:26][CH:25]=1)(=[O:23])[CH3:22]. No catalyst specified. The product is [CH3:1][O:2][C:3]1[C:4]([NH:15][C:16]([N:33]2[CH2:32][CH2:31][N:30]([C:27]3[CH:26]=[CH:25][C:24]([C:21](=[O:23])[CH3:22])=[CH:29][CH:28]=3)[CH2:35][CH2:34]2)=[O:20])=[N:5][C:6]2[C:11]([N:12]=1)=[CH:10][C:9]([O:13][CH3:14])=[CH:8][CH:7]=2. The yield is 0.930. (5) The reactants are [OH:1][CH:2]1[CH2:6][CH2:5][NH:4][CH2:3]1.Br[CH2:8][C:9]#[N:10]. The catalyst is C1COCC1. The product is [OH:1][CH:2]1[CH2:6][CH2:5][N:4]([CH2:8][C:9]#[N:10])[CH2:3]1. The yield is 0.710.